Dataset: Peptide-MHC class II binding affinity with 134,281 pairs from IEDB. Task: Regression. Given a peptide amino acid sequence and an MHC pseudo amino acid sequence, predict their binding affinity value. This is MHC class II binding data. (1) The peptide sequence is IVALIIAIVVWTIV. The MHC is DRB1_1602 with pseudo-sequence DRB1_1602. The binding affinity (normalized) is 0.225. (2) The peptide sequence is VSSDQSALSEFIKFA. The MHC is DRB5_0101 with pseudo-sequence DRB5_0101. The binding affinity (normalized) is 0.582. (3) The peptide sequence is LPKPPKPVSKMRMATPLLMQALPM. The MHC is DRB1_0405 with pseudo-sequence DRB1_0405. The binding affinity (normalized) is 0.510. (4) The peptide sequence is DKPSPFGQAAAGD. The MHC is HLA-DQA10501-DQB10301 with pseudo-sequence HLA-DQA10501-DQB10301. The binding affinity (normalized) is 0.0847.